This data is from Catalyst prediction with 721,799 reactions and 888 catalyst types from USPTO. The task is: Predict which catalyst facilitates the given reaction. (1) Product: [Br:1][C:2]1[CH:3]=[CH:4][C:5]([CH2:8][Br:9])=[N:6][CH:7]=1. The catalyst class is: 53. Reactant: [Br:1][C:2]1[CH:3]=[CH:4][C:5]([CH3:8])=[N:6][CH:7]=1.[Br:9]C1C(=O)CCC1=O. (2) Reactant: [Br:1][C:2]1[CH:7]=[CH:6][C:5]([F:8])=[CH:4][CH:3]=1.[CH3:9][C:10]1[CH:11]=[C:12]([S:17]([C:19]2[CH:24]=[C:23]([CH3:25])[CH:22]=[C:21]([CH3:26])[CH:20]=2)=O)[CH:13]=[C:14]([CH3:16])[CH:15]=1.C[Si](Cl)(C)C.Cl. Product: [Br-:1].[CH3:26][C:21]1[CH:20]=[C:19]([S+:17]([C:12]2[CH:11]=[C:10]([CH3:9])[CH:15]=[C:14]([CH3:16])[CH:13]=2)[C:2]2[CH:7]=[CH:6][C:5]([F:8])=[CH:4][CH:3]=2)[CH:24]=[C:23]([CH3:25])[CH:22]=1. The catalyst class is: 2. (3) Product: [ClH:7].[NH2:15][CH2:14][C:12]1[S:13][C:9]([Br:8])=[CH:10][N:11]=1. Reactant: O1CCOCC1.[ClH:7].[Br:8][C:9]1[S:13][C:12]([CH2:14][NH:15]C(OC(C)(C)C)=O)=[N:11][CH:10]=1. The catalyst class is: 8. (4) Reactant: F[C:2]1[CH:7]=[C:6]([CH3:8])[C:5]([C:9]([F:12])([F:11])[F:10])=[CH:4][C:3]=1[N+:13]([O-:15])=[O:14].C(N(C(C)C)CC)(C)C.[NH2:25][CH:26]1[CH2:31][CH2:30][N:29]([C:32]([O:34][C:35]([CH3:38])([CH3:37])[CH3:36])=[O:33])[CH2:28][CH2:27]1.O. Product: [CH3:8][C:6]1[C:5]([C:9]([F:12])([F:11])[F:10])=[CH:4][C:3]([N+:13]([O-:15])=[O:14])=[C:2]([NH:25][CH:26]2[CH2:27][CH2:28][N:29]([C:32]([O:34][C:35]([CH3:38])([CH3:37])[CH3:36])=[O:33])[CH2:30][CH2:31]2)[CH:7]=1. The catalyst class is: 9.